Dataset: Forward reaction prediction with 1.9M reactions from USPTO patents (1976-2016). Task: Predict the product of the given reaction. (1) Given the reactants [Cl:1][C:2]1[CH:3]=[CH:4][CH:5]=[C:6]2[C:10]=1[C:9](=[O:11])[N:8]([C:12]1[CH:13]=[C:14]([CH:32]=[CH:33][CH:34]=1)[C:15]([NH:17][CH2:18][CH2:19]C1CCN(C3C=CN=CC=3)CC1)=[O:16])[CH2:7]2.[N:35]1([CH2:40][CH2:41][N:42]2CCN[CH2:44][CH2:43]2)[CH:39]=[CH:38][CH:37]=[CH:36]1.ClC1C=CC=C2C=1C(=O)N(C1C=C(C=CC=1)C(O)=O)C2, predict the reaction product. The product is: [Cl:1][C:2]1[CH:3]=[CH:4][CH:5]=[C:6]2[C:10]=1[C:9](=[O:11])[N:8]([C:12]1[CH:34]=[CH:33][CH:32]=[C:14]([C:15]([N:17]3[CH2:44][CH2:43][N:42]([CH2:41][CH2:40][N:35]4[CH:39]=[CH:38][CH:37]=[CH:36]4)[CH2:19][CH2:18]3)=[O:16])[CH:13]=1)[CH2:7]2. (2) Given the reactants [C:1]([C:5]1[CH:10]=[CH:9][C:8]([C:11]2[C:19]3[C:14](=[CH:15][CH:16]=[CH:17][CH:18]=3)[NH:13][C:12]=2[C:20]([O:22][CH2:23][C:24]2[CH:29]=[CH:28][CH:27]=[CH:26][CH:25]=2)=[O:21])=[CH:7][CH:6]=1)([CH3:4])([CH3:3])[CH3:2].[Br:30][C:31]1[CH:36]=[CH:35][C:34]([CH3:37])=[C:33]([CH2:38]Cl)[CH:32]=1.C([O-])([O-])=O.[K+].[K+].CCOC(C)=O, predict the reaction product. The product is: [Br:30][C:31]1[CH:36]=[CH:35][C:34]([CH3:37])=[C:33]([CH:32]=1)[CH2:38][N:13]1[C:14]2[C:19](=[CH:18][CH:17]=[CH:16][CH:15]=2)[C:11]([C:8]2[CH:7]=[CH:6][C:5]([C:1]([CH3:4])([CH3:2])[CH3:3])=[CH:10][CH:9]=2)=[C:12]1[C:20]([O:22][CH2:23][C:24]1[CH:29]=[CH:28][CH:27]=[CH:26][CH:25]=1)=[O:21]. (3) Given the reactants [F:1][C:2]([F:12])([F:11])[S:3][C:4]1[CH:5]=[C:6]([OH:10])[CH:7]=[CH:8][CH:9]=1.[C:13]1([B:19]([OH:21])O)[CH:18]=[CH:17][CH:16]=[CH:15][CH:14]=1.[C:22](O)(=O)CC.C=O, predict the reaction product. The product is: [C:13]1([B:19]2[O:21][CH2:22][C:7]3[CH:8]=[CH:9][C:4]([S:3][C:2]([F:11])([F:1])[F:12])=[CH:5][C:6]=3[O:10]2)[CH:18]=[CH:17][CH:16]=[CH:15][CH:14]=1. (4) Given the reactants [NH2:1][C:2]1[N:11]=[C:10]([CH3:12])[C:9]2[C:8](=[O:13])[CH2:7][CH:6]([C:14]3[C:15](Cl)=[N:16][CH:17]=[CH:18][CH:19]=3)[CH2:5][C:4]=2[N:3]=1.[H][H], predict the reaction product. The product is: [NH2:1][C:2]1[N:11]=[C:10]([CH3:12])[C:9]2[C:8](=[O:13])[CH2:7][CH:6]([C:14]3[CH:15]=[N:16][CH:17]=[CH:18][CH:19]=3)[CH2:5][C:4]=2[N:3]=1. (5) The product is: [Br:1][C:2]1[CH:7]=[CH:6][C:5]([C:8]2[CH2:9][C:10]([C:16]3[CH:21]=[C:20]([Cl:22])[CH:19]=[C:18]([Cl:23])[CH:17]=3)([C:11]([F:14])([F:13])[F:12])[S:15][N:28]=2)=[CH:4][C:3]=1[CH3:25]. Given the reactants [Br:1][C:2]1[CH:7]=[CH:6][C:5]([C:8](=O)[CH2:9][C:10]([C:16]2[CH:21]=[C:20]([Cl:22])[CH:19]=[C:18]([Cl:23])[CH:17]=2)([SH:15])[C:11]([F:14])([F:13])[F:12])=[CH:4][C:3]=1[CH3:25].[OH-].[K+].[NH2:28]OS(O)(=O)=O, predict the reaction product. (6) Given the reactants [CH2:1]([N:8]1[CH2:13][CH2:12][CH:11]([NH:14][C:15]2[C:20]([CH2:21]O)=[CH:19][N:18]=[C:17]3[N:23]([CH2:26][O:27][CH2:28][CH2:29][Si:30]([CH3:33])([CH3:32])[CH3:31])[CH:24]=[CH:25][C:16]=23)[CH2:10][CH2:9]1)[C:2]1[CH:7]=[CH:6][CH:5]=[CH:4][CH:3]=1.C1(=O)[NH:38]C(=O)C2=CC=CC=C12.C1(P(C2C=CC=CC=2)C2C=CC=CC=2)C=CC=CC=1.N(C(OC(C)C)=O)=NC(OC(C)C)=O.O.NN, predict the reaction product. The product is: [NH2:38][CH2:21][C:20]1[CH:19]=[N:18][C:17]2[N:23]([CH2:26][O:27][CH2:28][CH2:29][Si:30]([CH3:32])([CH3:33])[CH3:31])[CH:24]=[CH:25][C:16]=2[C:15]=1[NH:14][CH:11]1[CH2:12][CH2:13][N:8]([CH2:1][C:2]2[CH:3]=[CH:4][CH:5]=[CH:6][CH:7]=2)[CH2:9][CH2:10]1. (7) Given the reactants [Br:1][C:2]1[CH:10]=[C:6]([C:7]([OH:9])=[O:8])[C:5]([NH2:11])=[C:4]([OH:12])[CH:3]=1.[C:13](Cl)(=O)[CH3:14].C(N(CC)CC)C.C1(C)C=CC(S([O-])(=O)=O)=CC=1.[NH+]1C=CC=CC=1, predict the reaction product. The product is: [Br:1][C:2]1[CH:3]=[C:4]2[O:12][C:13]([CH3:14])=[N:11][C:5]2=[C:6]([C:7]([OH:9])=[O:8])[CH:10]=1.